The task is: Predict the reactants needed to synthesize the given product.. This data is from Full USPTO retrosynthesis dataset with 1.9M reactions from patents (1976-2016). Given the product [CH2:5]([O:7][C:8](=[O:24])[CH2:9][O:10][CH2:11][CH2:12][CH2:13][CH2:14][N:15]1[C:20](=[O:21])[CH2:19][CH2:18][CH2:17][C@@H:16]1[CH:22]=[O:23])[CH3:6], predict the reactants needed to synthesize it. The reactants are: CS(C)=O.[CH2:5]([O:7][C:8](=[O:24])[CH2:9][O:10][CH2:11][CH2:12][CH2:13][CH2:14][N:15]1[C:20](=[O:21])[CH2:19][CH2:18][CH2:17][C@@H:16]1[CH2:22][OH:23])[CH3:6].FC(F)(F)C([O-])=O.[NH+]1C=CC=CC=1.